This data is from Full USPTO retrosynthesis dataset with 1.9M reactions from patents (1976-2016). The task is: Predict the reactants needed to synthesize the given product. The reactants are: [Cl:1][C:2]1[CH:19]=[CH:18][C:5]([O:6][C:7]2[CH:14]=[CH:13][C:10](C=O)=[C:9]([CH2:15][CH2:16][CH3:17])[N:8]=2)=[CH:4][CH:3]=1.ClC1C=CC=C(C(OO)=[O:28])C=1.C(=O)(O)[O-].[Na+]. Given the product [Cl:1][C:2]1[CH:19]=[CH:18][C:5]([O:6][C:7]2[N:8]=[C:9]([CH2:15][CH2:16][CH3:17])[C:10]([OH:28])=[CH:13][CH:14]=2)=[CH:4][CH:3]=1, predict the reactants needed to synthesize it.